This data is from Full USPTO retrosynthesis dataset with 1.9M reactions from patents (1976-2016). The task is: Predict the reactants needed to synthesize the given product. (1) Given the product [Cl:1][C:2]1[CH:3]=[C:4]([O:11][CH:14]2[CH2:18][CH2:17][CH2:16][CH2:15]2)[C:5]([N+:8]([O-:10])=[O:9])=[N:6][CH:7]=1, predict the reactants needed to synthesize it. The reactants are: [Cl:1][C:2]1[CH:3]=[C:4]([OH:11])[C:5]([N+:8]([O-:10])=[O:9])=[N:6][CH:7]=1.[H-].[Na+].[CH:14]1(I)[CH2:18][CH2:17][CH2:16][CH2:15]1.O. (2) Given the product [NH:23]1[CH:25]=[N:32][C:11]([C:8]2[CH:9]=[C:10]3[C:5](=[CH:6][CH:7]=2)[N:4]([CH:14]2[CH2:19][CH2:18][CH2:17][CH2:16][O:15]2)[N:3]=[C:2]3[Br:1])=[N:13]1, predict the reactants needed to synthesize it. The reactants are: [Br:1][C:2]1[C:10]2[C:5](=[CH:6][CH:7]=[C:8]([C:11]([NH2:13])=O)[CH:9]=2)[N:4]([CH:14]2[CH2:19][CH2:18][CH2:17][CH2:16][O:15]2)[N:3]=1.COC(OC)[N:23]([CH3:25])C.C(O)(=O)C.[NH2:32]N.